Dataset: Forward reaction prediction with 1.9M reactions from USPTO patents (1976-2016). Task: Predict the product of the given reaction. (1) Given the reactants [CH3:1][C:2]1[O:3][C:4]2[C:9]([C:10](=[O:12])[CH:11]=1)=[CH:8][CH:7]=[CH:6][C:5]=2[CH:13]=[C:14]([C:19](=O)[CH3:20])[C:15]([O:17][CH3:18])=[O:16].[NH2:22][C:23](=[CH:25][C:26](=[O:32])[CH2:27][CH2:28][CH:29]([CH3:31])[CH3:30])[CH3:24], predict the reaction product. The product is: [CH3:20][C:19]1[NH:22][C:23]([CH3:24])=[C:25]([C:26](=[O:32])[CH2:27][CH2:28][CH:29]([CH3:30])[CH3:31])[CH:13]([C:5]2[CH:6]=[CH:7][CH:8]=[C:9]3[C:4]=2[O:3][C:2]([CH3:1])=[CH:11][C:10]3=[O:12])[C:14]=1[C:15]([O:17][CH3:18])=[O:16]. (2) Given the reactants BrC[CH2:3][C:4]1[CH:13]=[CH:12][C:11]([Cl:14])=[CH:10][C:5]=1[C:6]([O:8][CH3:9])=[O:7].[F:15][C:16]1[CH:17]=[C:18]([OH:22])[CH:19]=[CH:20][CH:21]=1, predict the reaction product. The product is: [Cl:14][C:11]1[CH:12]=[CH:13][C:4]([CH2:3][O:22][C:18]2[CH:19]=[CH:20][CH:21]=[C:16]([F:15])[CH:17]=2)=[C:5]([CH:10]=1)[C:6]([O:8][CH3:9])=[O:7]. (3) Given the reactants [NH2:1][C:2]1[N:7]=[CH:6][C:5]([C:8]#[C:9][C:10]2[CH:11]=[CH:12][C:13]([F:43])=[C:14]([CH:42]=2)[C:15]([NH:17][C:18]2[CH:23]=[C:22]([C:24]([F:27])([F:26])[F:25])[CH:21]=[CH:20][C:19]=2[N:28]2[CH2:33][CH2:32][CH2:31][C@@H:30]([O:34][Si](C(C)(C)C)(C)C)[CH2:29]2)=[O:16])=[CH:4][N:3]=1.[F-].C([N+](CCCC)(CCCC)CCCC)CCC.C1COCC1, predict the reaction product. The product is: [NH2:1][C:2]1[N:3]=[CH:4][C:5]([C:8]#[C:9][C:10]2[CH:11]=[CH:12][C:13]([F:43])=[C:14]([CH:42]=2)[C:15]([NH:17][C:18]2[CH:23]=[C:22]([C:24]([F:27])([F:25])[F:26])[CH:21]=[CH:20][C:19]=2[N:28]2[CH2:33][CH2:32][CH2:31][C@@H:30]([OH:34])[CH2:29]2)=[O:16])=[CH:6][N:7]=1.